This data is from Reaction yield outcomes from USPTO patents with 853,638 reactions. The task is: Predict the reaction yield, written as a fraction of the theoretical maximum amount of product (1.0 means a 100% yield; for example, 0.34 means a 34% yield). (1) The catalyst is CN(C)C=O. The product is [CH2:15]([C:17]([C:35]1[CH:40]=[CH:39][C:38]([O:41][CH2:13][C:11](=[O:12])[C:8]([CH3:10])([CH3:9])[CH3:7])=[C:37]([CH3:42])[CH:36]=1)([C:20]1[CH:25]=[CH:24][C:23]([B:26]2[O:27][C:28]([CH3:33])([CH3:34])[C:29]([CH3:31])([CH3:32])[O:30]2)=[CH:22][CH:21]=1)[CH2:18][CH3:19])[CH3:16]. The yield is 0.320. The reactants are C(=O)([O-])[O-].[K+].[K+].[CH3:7][C:8]([C:11]([CH2:13]Cl)=[O:12])([CH3:10])[CH3:9].[CH2:15]([C:17]([C:35]1[CH:40]=[CH:39][C:38]([OH:41])=[C:37]([CH3:42])[CH:36]=1)([C:20]1[CH:25]=[CH:24][C:23]([B:26]2[O:30][C:29]([CH3:32])([CH3:31])[C:28]([CH3:34])([CH3:33])[O:27]2)=[CH:22][CH:21]=1)[CH2:18][CH3:19])[CH3:16].C(=O)(O)[O-].[Na+]. (2) The reactants are [F:1][C:2]1[C:3]2[N:4]([CH:12]=[CH:13][N:14]=2)[CH:5]=[CH:6][C:7]=1[C:8]([OH:11])([CH3:10])[CH3:9].Br[C:16]1[CH:17]=[CH:18][C:19]([F:27])=[C:20]([N:22]2[CH:26]=[CH:25][N:24]=[CH:23]2)[CH:21]=1. No catalyst specified. The product is [F:1][C:2]1[C:3]2[N:4]([C:12]([C:16]3[CH:17]=[CH:18][C:19]([F:27])=[C:20]([N:22]4[CH:26]=[CH:25][N:24]=[CH:23]4)[CH:21]=3)=[CH:13][N:14]=2)[CH:5]=[CH:6][C:7]=1[C:8]([OH:11])([CH3:10])[CH3:9]. The yield is 0.240. (3) The catalyst is C(O)(=O)CC.C(OCC)(=O)C. The product is [CH2:1]([O:8][C:9]1[CH:10]=[CH:11][C:12]([C:15]2[O:31][C:19](=[O:20])[C:18]3[C:17]([CH:16]=2)=[CH:29][CH:28]=[CH:27][C:26]=3[Cl:30])=[CH:13][CH:14]=1)[C:2]1[CH:3]=[CH:4][CH:5]=[CH:6][CH:7]=1. The reactants are [CH2:1]([O:8][C:9]1[CH:14]=[CH:13][C:12]([C:15](=[O:31])[CH2:16][C:17]2[CH:29]=[CH:28][CH:27]=[C:26]([Cl:30])[C:18]=2[C:19](N(CC)CC)=[O:20])=[CH:11][CH:10]=1)[C:2]1[CH:7]=[CH:6][CH:5]=[CH:4][CH:3]=1. The yield is 0.730.